Dataset: Catalyst prediction with 721,799 reactions and 888 catalyst types from USPTO. Task: Predict which catalyst facilitates the given reaction. (1) Reactant: [C:1]([O:5][C:6]([NH:8][C:9]1[CH:14]=[CH:13][CH:12]=[CH:11][C:10]=1[NH:15][C:16]([C:18]1[CH:23]=[CH:22][C:21]([C:24]2[CH2:25][CH2:26][N:27](C(OCC3C=CC=CC=3)=O)[CH2:28][CH:29]=2)=[CH:20][CH:19]=1)=[O:17])=[O:7])([CH3:4])([CH3:3])[CH3:2].[H][H].C(OCC)C.C(OCC)(=O)C. Product: [NH:27]1[CH2:28][CH2:29][CH:24]([C:21]2[CH:22]=[CH:23][C:18]([C:16]([NH:15][C:10]3[CH:11]=[CH:12][CH:13]=[CH:14][C:9]=3[NH:8][C:6](=[O:7])[O:5][C:1]([CH3:3])([CH3:4])[CH3:2])=[O:17])=[CH:19][CH:20]=2)[CH2:25][CH2:26]1. The catalyst class is: 19. (2) Reactant: Cl[CH:2]([CH3:5])[C:3]#[N:4].[Cl:6][CH2:7][CH2:8][CH2:9][SH:10].C([O-])([O-])=O.[K+].[K+]. Product: [Cl:6][CH2:7][CH2:8][CH2:9][S:10][CH:2]([CH3:5])[C:3]#[N:4]. The catalyst class is: 291. (3) Reactant: Cl.[CH3:2][C:3]1[N:8]2[N:9]=[N:10][N:11]=[C:7]2[C:6]2[N:12]=[C:13]([CH2:23][CH2:24][CH3:25])[N:14]([CH2:15][C:16]([NH:19]C(=O)C)([CH3:18])[CH3:17])[C:5]=2[C:4]=1[CH3:26]. Product: [CH3:2][C:3]1[N:8]2[N:9]=[N:10][N:11]=[C:7]2[C:6]2[N:12]=[C:13]([CH2:23][CH2:24][CH3:25])[N:14]([CH2:15][C:16]([CH3:17])([NH2:19])[CH3:18])[C:5]=2[C:4]=1[CH3:26]. The catalyst class is: 8. (4) The catalyst class is: 1. Product: [CH3:1][S:2]([NH:5][CH2:6][CH2:7][CH2:8][C:9]([NH2:11])=[S:21])(=[O:4])=[O:3]. Reactant: [CH3:1][S:2]([NH:5][CH2:6][CH2:7][CH2:8][C:9]([NH2:11])=O)(=[O:4])=[O:3].COC1C=CC(P2(SP(C3C=CC(OC)=CC=3)(=S)S2)=[S:21])=CC=1. (5) Reactant: [CH2:1]([C@H:6]1[CH2:11][CH2:10][C@H:9]([C:12]2[CH:25]=[CH:24][C:15]([O:16][C:17]3[CH:22]=[CH:21][CH:20]=[CH:19][C:18]=3[OH:23])=[CH:14][CH:13]=2)[CH2:8][CH2:7]1)[CH2:2][CH2:3][CH2:4][CH3:5].BrCCCCCCO.C(=O)([O-])[O-].[K+].[K+]. Product: [CH2:1]([C@H:6]1[CH2:11][CH2:10][C@H:9]([C:12]2[CH:25]=[CH:24][C:15]([O:16][CH2:17][CH2:22][CH2:21][CH2:20][CH2:19][CH2:18][OH:23])=[CH:14][CH:13]=2)[CH2:8][CH2:7]1)[CH2:2][CH2:3][CH2:4][CH3:5]. The catalyst class is: 413. (6) Reactant: Br[CH2:2][C:3]([C:5]1[C:10](=[O:11])[NH:9][C:8]([CH3:12])=[C:7]([C:13]([O:15][CH2:16][CH3:17])=[O:14])[CH:6]=1)=O.[N:18]1[CH:23]=[CH:22][CH:21]=[CH:20][C:19]=1[S:24]([CH2:27][C:28](=[S:30])[NH2:29])(=[O:26])=[O:25]. Product: [CH3:12][C:8]1[NH:9][C:10](=[O:11])[C:5]([C:3]2[N:29]=[C:28]([CH2:27][S:24]([C:19]3[CH:20]=[CH:21][CH:22]=[CH:23][N:18]=3)(=[O:26])=[O:25])[S:30][CH:2]=2)=[CH:6][C:7]=1[C:13]([O:15][CH2:16][CH3:17])=[O:14]. The catalyst class is: 5.